Task: Predict the product of the given reaction.. Dataset: Forward reaction prediction with 1.9M reactions from USPTO patents (1976-2016) (1) Given the reactants [C:1]([C:5]1[C:13]2[O:12][CH:11]([CH2:14][NH2:15])[CH2:10][C:9]=2[CH:8]=[CH:7][CH:6]=1)([CH3:4])([CH3:3])[CH3:2].C(N(C(C)C)CC)(C)C.Cl[C:26]([O:28][CH2:29][C:30]1[CH:35]=[CH:34][CH:33]=[CH:32][CH:31]=1)=[O:27].C(OC(=O)NCC1CC2C=CC=C(C3CCCC3)C=2O1)C1C=CC=CC=1, predict the reaction product. The product is: [CH2:29]([O:28][C:26](=[O:27])[NH:15][CH2:14][CH:11]1[CH2:10][C:9]2[CH:8]=[CH:7][CH:6]=[C:5]([C:1]([CH3:4])([CH3:2])[CH3:3])[C:13]=2[O:12]1)[C:30]1[CH:35]=[CH:34][CH:33]=[CH:32][CH:31]=1. (2) The product is: [NH2:1][CH2:2][CH2:3][NH:4][CH2:5][CH:6]([CH2:13][CH2:14][O:15][CH2:16][C:17]1[CH:18]=[CH:19][CH:20]=[CH:21][CH:22]=1)[CH2:7][NH:9][CH2:10][CH2:11][NH2:12]. Given the reactants [NH2:1][CH2:2][CH2:3][NH:4][C:5](=O)[CH:6]([CH2:13][CH2:14][O:15][CH2:16][C:17]1[CH:22]=[CH:21][CH:20]=[CH:19][CH:18]=1)[C:7]([NH:9][CH2:10][CH2:11][NH2:12])=O, predict the reaction product. (3) Given the reactants [NH:1]([C:8]([N:10]1[C:18]2[C:13](=[CH:14][C:15]([O:19][C:20]3[CH:25]=[CH:24][N:23]=[C:22]([NH:26][C:27]([CH:29]4[CH2:34][CH2:33][N:32](C(OC(C)(C)C)=O)[CH2:31][CH2:30]4)=[O:28])[CH:21]=3)=[CH:16][CH:17]=2)[C:12]([Cl:42])=[CH:11]1)=[O:9])[C:2]1[CH:7]=[CH:6][CH:5]=[CH:4][CH:3]=1.O.C(=O)(O)O.[OH-].[Na+], predict the reaction product. The product is: [C:2]1([NH:1][C:8]([N:10]2[C:18]3[C:13](=[CH:14][C:15]([O:19][C:20]4[CH:25]=[CH:24][N:23]=[C:22]([NH:26][C:27]([CH:29]5[CH2:34][CH2:33][NH:32][CH2:31][CH2:30]5)=[O:28])[CH:21]=4)=[CH:16][CH:17]=3)[C:12]([Cl:42])=[CH:11]2)=[O:9])[CH:7]=[CH:6][CH:5]=[CH:4][CH:3]=1.